This data is from Full USPTO retrosynthesis dataset with 1.9M reactions from patents (1976-2016). The task is: Predict the reactants needed to synthesize the given product. (1) Given the product [ClH:1].[Cl:1][C:2]1[CH:3]=[C:4]([O:12][CH3:13])[C:5]([O:10][CH3:11])=[C:6]([CH:9]=1)[CH:7]=[N:18][NH:17][C:14]([NH2:16])=[NH:15], predict the reactants needed to synthesize it. The reactants are: [Cl:1][C:2]1[CH:3]=[C:4]([O:12][CH3:13])[C:5]([O:10][CH3:11])=[C:6]([CH:9]=1)[CH:7]=O.[C:14]([NH:17][NH2:18])([NH2:16])=[NH:15].Cl. (2) Given the product [NH2:10][C:11]1[C:20]2=[N:21][N:22]([CH2:32][CH3:33])[C:23]([CH2:24][C:25]3([OH:31])[CH2:30][CH2:29][N:28]([S:2]([CH3:1])(=[O:5])=[O:3])[CH2:27][CH2:26]3)=[C:19]2[C:18]2[CH:17]=[CH:16][CH:15]=[CH:14][C:13]=2[N:12]=1, predict the reactants needed to synthesize it. The reactants are: [CH3:1][S:2]([O:5]S(C)(=O)=O)(=O)=[O:3].[NH2:10][C:11]1[C:20]2=[N:21][N:22]([CH2:32][CH3:33])[C:23]([CH2:24][C:25]3([OH:31])[CH2:30][CH2:29][NH:28][CH2:27][CH2:26]3)=[C:19]2[C:18]2[CH:17]=[CH:16][CH:15]=[CH:14][C:13]=2[N:12]=1.C(=O)([O-])[O-].[Na+].[Na+].